Predict the product of the given reaction. From a dataset of Forward reaction prediction with 1.9M reactions from USPTO patents (1976-2016). (1) Given the reactants [Cl:1][C:2]1[CH:7]=[CH:6][C:5]([C:8]2[CH:12]=[C:11]([CH2:13][CH2:14][CH:15]=O)[O:10][N:9]=2)=[CH:4][CH:3]=1.[CH2:17]([N:24]1[CH2:29][CH2:28][NH:27][CH2:26][CH2:25]1)[C:18]1[CH:23]=[CH:22][CH:21]=[CH:20][CH:19]=1.[BH-](OC(C)=O)(OC(C)=O)OC(C)=O.[Na+], predict the reaction product. The product is: [Cl:1][C:2]1[CH:7]=[CH:6][C:5]([C:8]2[CH:12]=[C:11]([CH2:13][CH2:14][CH2:15][N:27]3[CH2:28][CH2:29][N:24]([CH2:17][C:18]4[CH:19]=[CH:20][CH:21]=[CH:22][CH:23]=4)[CH2:25][CH2:26]3)[O:10][N:9]=2)=[CH:4][CH:3]=1. (2) Given the reactants [NH2:1][CH2:2][CH2:3][NH:4][C:5](=[O:11])[O:6][C:7]([CH3:10])([CH3:9])[CH3:8].[Cl:12][C:13]1[S:17][C:16]([S:18](Cl)(=[O:20])=[O:19])=[CH:15][C:14]=1[N+:22]([O-:24])=[O:23].C(N(CC)CC)C, predict the reaction product. The product is: [C:7]([O:6][C:5](=[O:11])[NH:4][CH2:3][CH2:2][NH:1][S:18]([C:16]1[S:17][C:13]([Cl:12])=[C:14]([N+:22]([O-:24])=[O:23])[CH:15]=1)(=[O:20])=[O:19])([CH3:8])([CH3:10])[CH3:9].